From a dataset of Forward reaction prediction with 1.9M reactions from USPTO patents (1976-2016). Predict the product of the given reaction. (1) Given the reactants [F:1][C:2]1[CH:7]=[CH:6][C:5]([C:8]2[CH2:12][CH2:11][CH:10]([NH2:13])[CH:9]=2)=[CH:4][CH:3]=1.[CH2:14]([Zn]CC)C.ICI.[Cl-].[NH4+], predict the reaction product. The product is: [F:1][C:2]1[CH:3]=[CH:4][C:5]([C:8]23[CH2:14][CH:9]2[CH:10]([NH2:13])[CH2:11][CH2:12]3)=[CH:6][CH:7]=1. (2) Given the reactants [OH:1][C:2]1[CH:11]=[C:10]2[C:5]([CH2:6][CH2:7][C:8]([CH3:16])([C:12]([O:14][CH3:15])=[O:13])[CH2:9]2)=[CH:4][CH:3]=1.[Cl:17][C:18]1[CH:23]=[CH:22][C:21](B(O)O)=[CH:20][CH:19]=1, predict the reaction product. The product is: [Cl:17][C:18]1[CH:23]=[CH:22][C:21]([O:1][C:2]2[CH:11]=[C:10]3[C:5]([CH2:6][CH2:7][C:8]([CH3:16])([C:12]([O:14][CH3:15])=[O:13])[CH2:9]3)=[CH:4][CH:3]=2)=[CH:20][CH:19]=1. (3) Given the reactants C1(P(N=[N+]=[N-])(C2C=CC=CC=2)=[O:8])C=CC=CC=1.CC[N:20]([CH2:23]C)CC.[CH3:25][S:26]([CH2:29][N:30]1[C:38]2[CH:37]=[C:36](C(O)=O)[N:35]=[CH:34][C:33]=2[CH:32]=[CH:31]1)(=[O:28])=[O:27].[CH3:42][C:43]([OH:46])([CH3:45])[CH3:44], predict the reaction product. The product is: [CH3:25][S:26]([CH2:29][N:30]1[C:38]2[CH:37]=[C:36]([NH:20][C:23](=[O:8])[O:46][C:43]([CH3:45])([CH3:44])[CH3:42])[N:35]=[CH:34][C:33]=2[CH:32]=[CH:31]1)(=[O:27])=[O:28]. (4) Given the reactants [N:1]1[C:2]([CH2:10][C:11]#[N:12])=[CH:3][N:4]2[CH:9]=[CH:8][CH:7]=[CH:6][C:5]=12.B.C1COCC1, predict the reaction product. The product is: [N:1]1[C:2]([CH2:10][CH2:11][NH2:12])=[CH:3][N:4]2[CH:9]=[CH:8][CH:7]=[CH:6][C:5]=12. (5) Given the reactants Br[C:2]1[CH:11]=[CH:10][C:5]([O:6][CH2:7][CH2:8][OH:9])=[CH:4][CH:3]=1.CC1(C)COB(B2OCC(C)(C)CO2)OC1.C([O-])(=O)C.[K+].Br[C:34]1[CH:35]=[C:36]2[C:40](=[CH:41][C:42]=1[Cl:43])[NH:39][N:38]=[C:37]2[C:44]([OH:46])=[O:45].C(=O)([O-])[O-].[K+].[K+].Cl, predict the reaction product. The product is: [Cl:43][C:42]1[CH:41]=[C:40]2[C:36]([C:37]([C:44]([OH:46])=[O:45])=[N:38][NH:39]2)=[CH:35][C:34]=1[C:2]1[CH:11]=[CH:10][C:5]([O:6][CH2:7][CH2:8][OH:9])=[CH:4][CH:3]=1. (6) Given the reactants [CH2:1]([O:3][N:4]=[C:5]([C:12]1[CH:17]=[CH:16][CH:15]=[CH:14][CH:13]=1)[C:6]1[CH:11]=[CH:10][CH:9]=[CH:8][CH:7]=1)[CH3:2].[BH3-]C#N.[Na+], predict the reaction product. The product is: [CH2:1]([O:3][NH:4][CH:5]([C:12]1[CH:17]=[CH:16][CH:15]=[CH:14][CH:13]=1)[C:6]1[CH:11]=[CH:10][CH:9]=[CH:8][CH:7]=1)[CH3:2]. (7) Given the reactants [CH3:1][C:2]1[CH:7]=[CH:6][C:5]([C:8]2[CH:13]=[CH:12][C:11]([CH2:14][C@H:15]([NH:30][C:31]([C@H:33]3[CH2:38][CH2:37][C@H:36]([CH2:39][NH:40]C(=O)OC(C)(C)C)[CH2:35][CH2:34]3)=[O:32])[C:16](=[O:29])[NH:17][C:18]3[CH:23]=[CH:22][C:21]([C:24]4[N:25]=[N:26][NH:27][N:28]=4)=[CH:20][CH:19]=3)=[CH:10][CH:9]=2)=[CH:4][C:3]=1[C:48]([N:50]1[CH2:55][CH2:54][O:53][CH2:52][CH2:51]1)=[O:49].[ClH:56], predict the reaction product. The product is: [ClH:56].[NH2:40][CH2:39][C@H:36]1[CH2:35][CH2:34][C@H:33]([C:31]([NH:30][C@@H:15]([CH2:14][C:11]2[CH:12]=[CH:13][C:8]([C:5]3[CH:6]=[CH:7][C:2]([CH3:1])=[C:3]([C:48]([N:50]4[CH2:55][CH2:54][O:53][CH2:52][CH2:51]4)=[O:49])[CH:4]=3)=[CH:9][CH:10]=2)[C:16](=[O:29])[NH:17][C:18]2[CH:23]=[CH:22][C:21]([C:24]3[N:28]=[N:27][NH:26][N:25]=3)=[CH:20][CH:19]=2)=[O:32])[CH2:38][CH2:37]1.